Dataset: Reaction yield outcomes from USPTO patents with 853,638 reactions. Task: Predict the reaction yield, written as a fraction of the theoretical maximum amount of product (1.0 means a 100% yield; for example, 0.34 means a 34% yield). (1) The reactants are B(F)(F)F.CCOCC.[OH:10][C:11]1[C:20]([CH3:21])=[C:19]2[C:14]([CH:15]=[C:16]([NH:23][C:24](=[O:33])[O:25][CH2:26][C:27]3[CH:32]=[CH:31][CH:30]=[CH:29][CH:28]=3)[C:17](=[O:22])[O:18]2)=[C:13]([O:34][CH3:35])[CH:12]=1.ClC(Cl)(Cl)C(=N)O[C@H:40]1[C@@H:45]2[O:46][C:47](=[O:49])[O:48][C@@H:44]2[C@@H:43]([O:50][CH3:51])[C:42]([CH3:53])([CH3:52])[O:41]1.C(N(CC)CC)C. The catalyst is C(Cl)Cl. The product is [CH3:35][O:34][C:13]1[CH:12]=[C:11]([O:10][C@H:40]2[C@@H:45]3[O:46][C:47](=[O:49])[O:48][C@@H:44]3[C@@H:43]([O:50][CH3:51])[C:42]([CH3:53])([CH3:52])[O:41]2)[C:20]([CH3:21])=[C:19]2[C:14]=1[CH:15]=[C:16]([NH:23][C:24](=[O:33])[O:25][CH2:26][C:27]1[CH:28]=[CH:29][CH:30]=[CH:31][CH:32]=1)[C:17](=[O:22])[O:18]2. The yield is 0.740. (2) No catalyst specified. The product is [Cl:1][C:2]1[CH:7]=[CH:6][CH:5]=[CH:4][C:3]=1[C@@H:8]([OH:32])[C@H:9]([OH:79])[CH3:10]. The reactants are [Cl:1][C:2]1[CH:7]=[CH:6][CH:5]=[CH:4][C:3]=1/[CH:8]=[CH:9]/[CH3:10].CC[C@H]1[C@H]2C[C@H]([C@H](OC3C4C(=CC=CC=4)C(O[C@H](C4C=CN=C5C=4C=C(OC)C=C5)[C@@H]4N5C[C@H](CC)[C@@H](CC5)C4)=NN=3)C3C=CN=C4C=3C=C([O:32]C)C=C4)N(CC2)C1.CS(N)(=O)=O.CC(O)(C)C.[OH2:79]. The yield is 0.900. (3) The product is [NH:1]([C:8]1[N:9]([C:21]2[CH:26]=[CH:25][CH:24]=[CH:23][CH:22]=2)[C:10]2[C:15]([C:16](=[O:18])[CH:17]=1)=[C:14]([C:32]1[CH:33]=[CH:34][C:29]([O:28][CH3:27])=[CH:30][CH:31]=1)[N:13]=[C:12]([CH3:20])[CH:11]=2)[C:2]1[CH:7]=[CH:6][CH:5]=[CH:4][CH:3]=1. The catalyst is CC([O-])=O.CC([O-])=O.[Pd+2].O.COCCOC. The yield is 0.630. The reactants are [NH:1]([C:8]1[N:9]([C:21]2[CH:26]=[CH:25][CH:24]=[CH:23][CH:22]=2)[C:10]2[C:15]([C:16](=[O:18])[CH:17]=1)=[C:14](Cl)[N:13]=[C:12]([CH3:20])[CH:11]=2)[C:2]1[CH:7]=[CH:6][CH:5]=[CH:4][CH:3]=1.[CH3:27][O:28][C:29]1[CH:34]=[CH:33][C:32](B(O)O)=[CH:31][CH:30]=1.C1C=CC(P(C2C=CC=CC=2)C2C=CC=CC=2)=CC=1.C([O-])([O-])=O.[K+].[K+]. (4) The reactants are N1C=CC=CC=1.Cl[C:8]([C:10]1[CH:11]=[CH:12][C:13]([NH:20][C:21](=[O:26])[C:22]([F:25])([F:24])[F:23])=[C:14]([CH:19]=1)[C:15]([O:17][CH3:18])=[O:16])=[O:9].[CH2:27]([O:34][C:35]1[C:43]2[N:39]([CH:40]=[C:41]([CH3:46])[C:42]=2[O:44][CH3:45])[CH:38]=[CH:37][CH:36]=1)[C:28]1[CH:33]=[CH:32][CH:31]=[CH:30][CH:29]=1. The catalyst is ClCCl.C(O)C. The product is [CH2:27]([O:34][C:35]1[C:43]2[N:39]([C:40]([C:8]([C:10]3[CH:11]=[CH:12][C:13]([NH:20][C:21](=[O:26])[C:22]([F:25])([F:24])[F:23])=[C:14]([CH:19]=3)[C:15]([O:17][CH3:18])=[O:16])=[O:9])=[C:41]([CH3:46])[C:42]=2[O:44][CH3:45])[CH:38]=[CH:37][CH:36]=1)[C:28]1[CH:33]=[CH:32][CH:31]=[CH:30][CH:29]=1. The yield is 0.610. (5) The reactants are [C:1]1([CH3:9])[CH:6]=[CH:5][C:4]([S:7][CH3:8])=[CH:3][CH:2]=1.[Cl:10]N1C(=O)CCC1=O. The catalyst is ClC1C=CC=CC=1. The product is [Cl:10][CH2:8][S:7][C:4]1[CH:5]=[CH:6][C:1]([CH3:9])=[CH:2][CH:3]=1. The yield is 1.00.